From a dataset of Forward reaction prediction with 1.9M reactions from USPTO patents (1976-2016). Predict the product of the given reaction. (1) Given the reactants ClC1C2C(=CC(C)=CC=2)N=C(C(F)(F)C2C=CC(F)=CC=2)N=1.[F:23][C:24]([F:44])([C:37]1[CH:42]=[CH:41][C:40]([F:43])=[CH:39][CH:38]=1)[C:25]1[N:34]=[C:33]([OH:35])[C:32]2[C:27](=[CH:28][C:29](C)=[CH:30][CH:31]=2)[N:26]=1, predict the reaction product. The product is: [F:44][C:24]([F:23])([C:37]1[CH:42]=[CH:41][C:40]([F:43])=[CH:39][CH:38]=1)[C:25]1[N:34]=[C:33]([OH:35])[C:32]2[C:27](=[CH:28][CH:29]=[CH:30][CH:31]=2)[N:26]=1. (2) Given the reactants Cl[C:2]1[CH:12]=[CH:11][C:5]([C:6]([O:8][CH2:9][CH3:10])=[O:7])=[CH:4][N:3]=1.[F:13][C:14]1[CH:19]=[CH:18][C:17]([OH:20])=[CH:16][CH:15]=1.C([O-])([O-])=O.[Cs+].[Cs+], predict the reaction product. The product is: [F:13][C:14]1[CH:19]=[CH:18][C:17]([O:20][C:2]2[CH:12]=[CH:11][C:5]([C:6]([O:8][CH2:9][CH3:10])=[O:7])=[CH:4][N:3]=2)=[CH:16][CH:15]=1. (3) Given the reactants Cl[C:2]1[C:21]([C:22]2[NH:23][C:24]([C:27](=[O:31])[N:28]([CH3:30])[CH3:29])=[CH:25][CH:26]=2)=[CH:20][C:5]([C:6]([NH:8][C:9]2[CH:14]=[CH:13][C:12]([O:15][C:16]([Cl:19])([F:18])[F:17])=[CH:11][CH:10]=2)=[O:7])=[CH:4][N:3]=1.[NH:32]1[CH2:36][CH2:35][C@@H:34]([OH:37])[CH2:33]1.CCN(C(C)C)C(C)C, predict the reaction product. The product is: [Cl:19][C:16]([F:17])([F:18])[O:15][C:12]1[CH:13]=[CH:14][C:9]([NH:8][C:6](=[O:7])[C:5]2[CH:20]=[C:21]([C:22]3[NH:23][C:24]([C:27](=[O:31])[N:28]([CH3:30])[CH3:29])=[CH:25][CH:26]=3)[C:2]([N:32]3[CH2:36][CH2:35][C@@H:34]([OH:37])[CH2:33]3)=[N:3][CH:4]=2)=[CH:10][CH:11]=1. (4) Given the reactants C(NC1C=CC(C2C=C3C(CN([C@@H](C(C)C)C(O)=O)C3=O)=CC=2)=CC=1)(=O)C1C=CC=CC=1.[Cl:33][C:34]1[CH:39]=[CH:38][C:37]([C:40]2[CH:44]=[C:43]([C:45]([NH:47][C:48]3[CH:53]=[CH:52][C:51]([C:54]4[CH:62]=[C:61]5[C:57]([CH2:58][N:59]([C@@H:64]([CH:69]([CH3:71])[CH3:70])[C:65]([O:67]C)=[O:66])[C:60]5=[O:63])=[CH:56][CH:55]=4)=[CH:50][CH:49]=3)=[O:46])[O:42][N:41]=2)=[CH:36][CH:35]=1, predict the reaction product. The product is: [Cl:33][C:34]1[CH:39]=[CH:38][C:37]([C:40]2[CH:44]=[C:43]([C:45]([NH:47][C:48]3[CH:49]=[CH:50][C:51]([C:54]4[CH:62]=[C:61]5[C:57]([CH2:58][N:59]([C@@H:64]([CH:69]([CH3:71])[CH3:70])[C:65]([OH:67])=[O:66])[C:60]5=[O:63])=[CH:56][CH:55]=4)=[CH:52][CH:53]=3)=[O:46])[O:42][N:41]=2)=[CH:36][CH:35]=1. (5) Given the reactants Cl[C:2]1C=C(C=C[CH:11]=1)C(OO)=O.C(S[C:15]1[CH:20]=[CH:19][CH:18]=[CH:17][C:16]=1[C:21]1[N:22]=[C:23]2[CH:28]=[CH:27][C:26]([C:29]([F:32])([F:31])[F:30])=[CH:25][N:24]2[CH:33]=1)C.[S:34]([O-:38])([O-])(=[O:36])=S.[Na+].[Na+], predict the reaction product. The product is: [CH2:2]([S:34]([C:17]1[CH:18]=[CH:19][CH:20]=[CH:15][C:16]=1[C:21]1[N:22]=[C:23]2[CH:28]=[CH:27][C:26]([C:29]([F:31])([F:32])[F:30])=[CH:25][N:24]2[CH:33]=1)(=[O:38])=[O:36])[CH3:11]. (6) Given the reactants [C:1]([O-:4])(=[O:3])[CH3:2].[Na+].[CH2:6]([O:8][C:9]([C:11](=[CH:16][C:17]1[S:18][CH:19]=[C:20]([CH3:22])[CH:21]=1)[CH2:12][C:13](O)=O)=[O:10])[CH3:7], predict the reaction product. The product is: [C:1]([O:4][C:13]1[C:21]2[C:20]([CH3:22])=[CH:19][S:18][C:17]=2[CH:16]=[C:11]([C:9]([O:8][CH2:6][CH3:7])=[O:10])[CH:12]=1)(=[O:3])[CH3:2]. (7) Given the reactants [Br:1][C:2]1[CH:3]=[C:4]([CH:8]=[CH:9][CH:10]=1)[C:5]([NH2:7])=[S:6].Br[CH2:12][C:13](=O)[C:14]([O:16][CH2:17][CH3:18])=[O:15], predict the reaction product. The product is: [Br:1][C:2]1[CH:3]=[C:4]([C:5]2[S:6][CH:12]=[C:13]([C:14]([O:16][CH2:17][CH3:18])=[O:15])[N:7]=2)[CH:8]=[CH:9][CH:10]=1. (8) Given the reactants [CH2:1]([NH2:4])[CH2:2][NH2:3].Br[C:6]1[C:11]([CH3:12])=[C:10]([CH3:13])[C:9]([CH3:14])=[C:8]([CH3:15])[C:7]=1[CH3:16].CC(C)([O-])C.[Na+].O, predict the reaction product. The product is: [CH3:16][C:7]1[C:8]([CH3:15])=[C:9]([CH3:14])[C:10]([CH3:13])=[C:11]([CH3:12])[C:6]=1[NH:3][CH2:2][CH2:1][NH2:4]. (9) Given the reactants [F:1][C:2]1[CH:7]=[C:6]([F:8])[CH:5]=[CH:4][C:3]=1[CH:9](O)[CH:10]=[CH2:11].I[C:14]1[CH:19]=[C:18]([S:20]([C:23]2[CH:28]=[CH:27][CH:26]=[CH:25][CH:24]=2)(=[O:22])=[O:21])[CH:17]=[CH:16][C:15]=1[NH2:29].C(=O)([O-])O.[Na+].C1(P(C2C=CC=CC=2)C2C=CC=CC=2)C=CC=CC=1, predict the reaction product. The product is: [F:1][C:2]1[CH:7]=[C:6]([F:8])[CH:5]=[CH:4][C:3]=1[C:9]1[CH:10]=[CH:11][C:16]2[C:15](=[CH:14][CH:19]=[C:18]([S:20]([C:23]3[CH:28]=[CH:27][CH:26]=[CH:25][CH:24]=3)(=[O:22])=[O:21])[CH:17]=2)[N:29]=1.